From a dataset of Catalyst prediction with 721,799 reactions and 888 catalyst types from USPTO. Predict which catalyst facilitates the given reaction. (1) Reactant: Br[C:2]1[CH:7]=[CH:6][C:5]([Br:8])=[CH:4][CH:3]=1.[Li]CCCC.[F:14][C:15]1[CH:28]=[C:27]([F:29])[CH:26]=[CH:25][C:16]=1/[CH:17]=[N:18]/[S@:19]([C:21]([CH3:24])([CH3:23])[CH3:22])=[O:20]. Product: [Br:8][C:5]1[CH:6]=[CH:7][C:2]([C@@H:17]([C:16]2[CH:25]=[CH:26][C:27]([F:29])=[CH:28][C:15]=2[F:14])[NH:18][S@:19]([C:21]([CH3:24])([CH3:23])[CH3:22])=[O:20])=[CH:3][CH:4]=1. The catalyst class is: 1. (2) Reactant: Br[C:2]1[CH:7]=[CH:6][CH:5]=[C:4]([Br:8])[N:3]=1.[NH2:9][CH2:10][CH2:11][CH2:12][OH:13]. Product: [Br:8][C:4]1[N:3]=[C:2]([NH:9][CH2:10][CH2:11][CH2:12][OH:13])[CH:7]=[CH:6][CH:5]=1. The catalyst class is: 49. (3) Reactant: C([O:8][C:9]1[CH:51]=[CH:50][C:12]([CH2:13][C:14]([C:40]([O:42]CC2C=CC=CC=2)=[O:41])([CH2:22][CH2:23][C@H:24]([NH:32][C:33]([O:35][C:36]([CH3:39])([CH3:38])[CH3:37])=[O:34])[C:25]([O:27][C:28]([CH3:31])([CH3:30])[CH3:29])=[O:26])[C:15]([O:17][C:18]([CH3:21])([CH3:20])[CH3:19])=[O:16])=[CH:11][CH:10]=1)C1C=CC=CC=1. Product: [C:28]([O:27][C:25](=[O:26])[C@@H:24]([NH:32][C:33]([O:35][C:36]([CH3:39])([CH3:38])[CH3:37])=[O:34])[CH2:23][CH2:22][C:14]([C:15]([O:17][C:18]([CH3:19])([CH3:20])[CH3:21])=[O:16])([CH2:13][C:12]1[CH:11]=[CH:10][C:9]([OH:8])=[CH:51][CH:50]=1)[C:40]([OH:42])=[O:41])([CH3:29])([CH3:30])[CH3:31]. The catalyst class is: 19. (4) Reactant: [CH2:1]([C@@H:4]([CH2:24][C:25]([O:27][C:28]([CH3:31])([CH3:30])[CH3:29])=[O:26])[C:5]([O:7][CH2:8][C@H:9]([NH:16][C:17](=[O:23])[C@@H:18]([CH3:22])[CH2:19]C=C)[C:10]1[CH:15]=[CH:14][CH:13]=[CH:12][CH:11]=1)=[O:6])[CH:2]=[CH2:3]. Product: [CH3:22][C@H:18]1[CH2:19][CH:3]=[CH:2][CH2:1][C@@H:4]([CH2:24][C:25]([O:27][C:28]([CH3:29])([CH3:31])[CH3:30])=[O:26])[C:5](=[O:6])[O:7][CH2:8][C@@H:9]([C:10]2[CH:11]=[CH:12][CH:13]=[CH:14][CH:15]=2)[NH:16][C:17]1=[O:23]. The catalyst class is: 11. (5) Reactant: [CH3:1][O:2][C:3]1[CH:8]=[CH:7][C:6]([S:9]([N:12]([C@@H:20]([CH2:28][CH3:29])[C:21]([O:23]C(C)(C)C)=[O:22])[CH2:13][C:14]2[CH:15]=[N:16][CH:17]=[CH:18][CH:19]=2)(=[O:11])=[O:10])=[CH:5][CH:4]=1.FC(F)(F)C(O)=O. Product: [CH3:1][O:2][C:3]1[CH:8]=[CH:7][C:6]([S:9]([N:12]([C@@H:20]([CH2:28][CH3:29])[C:21]([OH:23])=[O:22])[CH2:13][C:14]2[CH:15]=[N:16][CH:17]=[CH:18][CH:19]=2)(=[O:11])=[O:10])=[CH:5][CH:4]=1. The catalyst class is: 4. (6) Reactant: Cl[C:2]1[N:7]=[C:6]([CH2:8][O:9][C:10]2[CH:11]=[C:12]([C@H:16]([CH:22]3[CH2:24][CH2:23]3)[CH2:17][C:18]([O:20][CH3:21])=[O:19])[CH:13]=[CH:14][CH:15]=2)[CH:5]=[N:4][C:3]=1[C:25]1[CH:30]=[C:29]([O:31][CH3:32])[CH:28]=[CH:27][C:26]=1[F:33].[NH:34]1[CH2:39][CH2:38][O:37][CH2:36][CH2:35]1. Product: [CH:22]1([C@@H:16]([C:12]2[CH:13]=[CH:14][CH:15]=[C:10]([O:9][CH2:8][C:6]3[CH:5]=[N:4][C:3]([C:25]4[CH:30]=[C:29]([O:31][CH3:32])[CH:28]=[CH:27][C:26]=4[F:33])=[C:2]([N:34]4[CH2:39][CH2:38][O:37][CH2:36][CH2:35]4)[N:7]=3)[CH:11]=2)[CH2:17][C:18]([O:20][CH3:21])=[O:19])[CH2:24][CH2:23]1. The catalyst class is: 16.